The task is: Predict the reaction yield, written as a fraction of the theoretical maximum amount of product (1.0 means a 100% yield; for example, 0.34 means a 34% yield).. This data is from Reaction yield outcomes from USPTO patents with 853,638 reactions. (1) The yield is 1.00. The reactants are C(OC([N:8]1[CH2:13][CH2:12][CH:11]([O:14][C:15]2[CH:20]=[CH:19][C:18]([N:21]3[C:25]([C:26](=[O:34])[NH:27][CH:28]4[CH2:33][CH2:32][CH2:31][CH2:30][CH2:29]4)=[CH:24][C:23]([CH3:35])=[N:22]3)=[CH:17][CH:16]=2)[CH2:10][CH2:9]1)=O)(C)(C)C.FC(F)(F)C(O)=O. The product is [CH:28]1([NH:27][C:26]([C:25]2[N:21]([C:18]3[CH:17]=[CH:16][C:15]([O:14][CH:11]4[CH2:10][CH2:9][NH:8][CH2:13][CH2:12]4)=[CH:20][CH:19]=3)[N:22]=[C:23]([CH3:35])[CH:24]=2)=[O:34])[CH2:29][CH2:30][CH2:31][CH2:32][CH2:33]1. The catalyst is C(Cl)Cl. (2) The yield is 1.00. The reactants are [C:1]([Cl:4])(=O)C.CO.[OH:7][C@H:8]1[CH2:12][NH:11][C@@H:10]([C:13]([OH:15])=[O:14])[CH2:9]1. The catalyst is CCOCC. The product is [ClH:4].[OH:7][C@H:8]1[CH2:12][NH:11][C@@H:10]([C:13]([O:15][CH3:1])=[O:14])[CH2:9]1. (3) The reactants are Br[CH2:2][C:3]1[CH:4]=[C:5]([CH:8]=[C:9]([F:11])[CH:10]=1)[C:6]#[N:7].C([O-])([O-])=O.[Na+].[Na+].[N:18]1[CH:23]=[CH:22][CH:21]=[CH:20][C:19]=1[C:24]1[O:25][C:26]2[CH2:31][CH2:30][NH:29][CH2:28][C:27]=2[N:32]=1. The catalyst is CC#N. The product is [F:11][C:9]1[CH:8]=[C:5]([CH:4]=[C:3]([CH2:2][N:29]2[CH2:30][CH2:31][C:26]3[O:25][C:24]([C:19]4[CH:20]=[CH:21][CH:22]=[CH:23][N:18]=4)=[N:32][C:27]=3[CH2:28]2)[CH:10]=1)[C:6]#[N:7]. The yield is 0.100.